This data is from Peptide-MHC class I binding affinity with 185,985 pairs from IEDB/IMGT. The task is: Regression. Given a peptide amino acid sequence and an MHC pseudo amino acid sequence, predict their binding affinity value. This is MHC class I binding data. (1) The peptide sequence is HAEIESATL. The MHC is HLA-B58:01 with pseudo-sequence HLA-B58:01. The binding affinity (normalized) is 0.0847. (2) The peptide sequence is RPMTYKAAL. The MHC is HLA-B15:03 with pseudo-sequence HLA-B15:03. The binding affinity (normalized) is 0.00751.